This data is from Full USPTO retrosynthesis dataset with 1.9M reactions from patents (1976-2016). The task is: Predict the reactants needed to synthesize the given product. (1) Given the product [Cl:2][C:3]1[CH:4]=[C:5]([CH2:18][N:19]2[C:23]([CH3:24])=[CH:22][C:21]([C:25]([NH:27][CH2:28][CH:29]3[CH2:30][CH2:31][N:32]([CH2:35][CH3:36])[CH2:33][CH2:34]3)=[O:26])=[N:20]2)[C:6]2[O:10][C:9]([C:11]3[CH:16]=[CH:15][CH:14]=[CH:13][CH:12]=3)=[CH:8][C:7]=2[CH:17]=1, predict the reactants needed to synthesize it. The reactants are: Cl.[Cl:2][C:3]1[CH:4]=[C:5]([CH2:18][N:19]2[C:23]([CH3:24])=[CH:22][C:21]([C:25]([NH:27][CH2:28][CH:29]3[CH2:34][CH2:33][NH:32][CH2:31][CH2:30]3)=[O:26])=[N:20]2)[C:6]2[O:10][C:9]([C:11]3[CH:16]=[CH:15][CH:14]=[CH:13][CH:12]=3)=[CH:8][C:7]=2[CH:17]=1.[CH:35](=O)[CH3:36].CC(O)=O.[BH-](OC(C)=O)(OC(C)=O)OC(C)=O.[Na+]. (2) Given the product [CH:11]([N:8]1[CH:9]=[CH:10][C:6]([CH2:4][OH:3])=[N:7]1)([CH3:13])[CH3:12], predict the reactants needed to synthesize it. The reactants are: C([O:3][C:4]([C:6]1[CH:10]=[CH:9][N:8]([CH:11]([CH3:13])[CH3:12])[N:7]=1)=O)C.[H-].[H-].[H-].[H-].[Li+].[Al+3].O.[OH-].[Na+]. (3) Given the product [Cl:1][C:2]1[N:3]=[C:4]([NH:11][CH2:12][CH:13]2[CH2:14][N:15]([C:17](=[O:19])[CH:25]=[CH2:26])[CH2:16]2)[C:5]2[CH:10]=[CH:9][S:8][C:6]=2[N:7]=1, predict the reactants needed to synthesize it. The reactants are: [Cl:1][C:2]1[N:3]=[C:4]([NH:11][CH2:12][CH:13]2[CH2:16][N:15]([C:17]([O:19]C(C)(C)C)=O)[CH2:14]2)[C:5]2[CH:10]=[CH:9][S:8][C:6]=2[N:7]=1.F[C:25](F)(F)[C:26](O)=O.C(N(CC)C(C)C)(C)C.C(Cl)(=O)C=C. (4) Given the product [Cl:26][C:27]1[CH:32]=[C:31]([C:33]([F:35])([F:34])[F:36])[CH:30]=[CH:29][C:28]=1[S:37]([NH:1][C:2]1[CH:7]=[CH:6][C:5]([S:25][C:22]2[CH:21]=[CH:20][C:19]([S:16]([N:10]3[CH2:11][CH2:12][CH2:13][CH2:14][CH2:15]3)(=[O:18])=[O:17])=[CH:24][CH:23]=2)=[C:4]([CH3:9])[N:3]=1)(=[O:39])=[O:38], predict the reactants needed to synthesize it. The reactants are: [NH2:1][C:2]1[CH:7]=[CH:6][C:5](Br)=[C:4]([CH3:9])[N:3]=1.[N:10]1([S:16]([C:19]2[CH:24]=[CH:23][C:22]([SH:25])=[CH:21][CH:20]=2)(=[O:18])=[O:17])[CH2:15][CH2:14][CH2:13][CH2:12][CH2:11]1.[Cl:26][C:27]1[CH:32]=[C:31]([C:33]([F:36])([F:35])[F:34])[CH:30]=[CH:29][C:28]=1[S:37](Cl)(=[O:39])=[O:38]. (5) Given the product [CH3:8][O:9][CH:10]1[O:5][CH2:4][CH:3]([CH2:6][OH:7])[CH2:2][O:1]1, predict the reactants needed to synthesize it. The reactants are: [OH:1][CH2:2][CH:3]([CH2:6][OH:7])[CH2:4][OH:5].[CH:8](OC)(OC)[O:9][CH3:10].O.C1(C)C=CC(S(O)(=O)=O)=CC=1.